This data is from Reaction yield outcomes from USPTO patents with 853,638 reactions. The task is: Predict the reaction yield, written as a fraction of the theoretical maximum amount of product (1.0 means a 100% yield; for example, 0.34 means a 34% yield). (1) The reactants are [N+:1]([C:4]1[CH:9]=[CH:8][CH:7]=[CH:6][C:5]=1[S:10]([NH:13][C:14]1[CH:15]=[CH:16][CH:17]=[C:18]2[C:23]=1[N:22]=[CH:21][CH:20]=[C:19]2[C:24]([F:27])([F:26])[F:25])(=[O:12])=[O:11])([O-])=O.Cl[Sn]Cl. The catalyst is Cl.CCO. The product is [NH2:1][C:4]1[CH:9]=[CH:8][CH:7]=[CH:6][C:5]=1[S:10]([NH:13][C:14]1[CH:15]=[CH:16][CH:17]=[C:18]2[C:23]=1[N:22]=[CH:21][CH:20]=[C:19]2[C:24]([F:27])([F:26])[F:25])(=[O:12])=[O:11]. The yield is 0.810. (2) The reactants are C([C@H]1COC(=O)N1C(=O)[C@@H:15]([O:40][CH2:41][CH3:42])[CH2:16][C:17]1[CH:22]=[CH:21][C:20]([C:23]2[CH:28]=[CH:27][CH:26]=[C:25]([CH2:29][N:30]([CH3:39])[C:31](=[O:38])[C:32]3[CH:37]=[CH:36][CH:35]=[CH:34][CH:33]=3)[CH:24]=2)=[CH:19][CH:18]=1)C1C=CC=CC=1.C1[CH2:48][O:47]CC1.[OH-:49].[Li+]. The catalyst is O. The product is [CH2:41]([O:40][C@@H:15]([CH2:16][C:17]1[CH:18]=[CH:19][C:20]([C:23]2[CH:28]=[CH:27][CH:26]=[C:25]([CH2:29][N:30]([CH3:39])[C:31]([C:32]3[CH:33]=[CH:34][CH:35]=[CH:36][CH:37]=3)=[O:38])[CH:24]=2)=[CH:21][CH:22]=1)[C:48]([OH:47])=[O:49])[CH3:42]. The yield is 0.470. (3) The reactants are [OH-].[Na+].Cl[CH2:4][CH:5]([OH:12])[CH2:6][N:7]([CH2:10][CH3:11])[CH2:8][CH3:9]. The catalyst is O. The product is [CH2:6]([N:7]([CH2:10][CH3:11])[CH2:8][CH3:9])[CH:5]1[O:12][CH2:4]1. The yield is 0.760. (4) The reactants are [Br:1][C:2]1[C:10](Br)=[CH:9][C:5]2[O:6][CH2:7][CH2:8][C:4]=2[CH:3]=1.FC1(F)OC2C=C(C)C(C3N=C[C:25]([NH:28][C:29](=O)[C:30]4[CH:35]=[CH:34]C=CC=4F)=[N:26]C=3)=CC=2O1.[O-]P([O-])([O-])=O.[K+].[K+].[K+].CC(=O)OCC. The catalyst is C(#N)C.O1CCOCC1.O. The yield is 0.0950. The product is [Br:1][C:2]1[C:10]([C:30]2[CH:35]=[CH:34][C:25]([NH2:26])=[N:28][CH:29]=2)=[CH:9][C:5]2[O:6][CH2:7][CH2:8][C:4]=2[CH:3]=1. (5) The reactants are [N:1]1[CH:6]=[CH:5][CH:4]=[CH:3][C:2]=1[C:7]1[N:11]=[C:10]([C:12]2[CH:17]=[C:16]([C:18]#[N:19])[CH:15]=[C:14](Br)[CH:13]=2)[O:9][N:8]=1.C([Sn](CCCC)(CCCC)[C:26]1[CH:31]=[CH:30][CH:29]=[CH:28][N:27]=1)CCC. The catalyst is O1CCCC1.[Pd].C1(P(C2C=CC=CC=2)C2C=CC=CC=2)C=CC=CC=1.C1(P(C2C=CC=CC=2)C2C=CC=CC=2)C=CC=CC=1.C1(P(C2C=CC=CC=2)C2C=CC=CC=2)C=CC=CC=1.C1(P(C2C=CC=CC=2)C2C=CC=CC=2)C=CC=CC=1. The product is [N:1]1[CH:6]=[CH:5][CH:4]=[CH:3][C:2]=1[C:7]1[N:11]=[C:10]([C:12]2[CH:13]=[C:14]([C:26]3[CH:31]=[CH:30][CH:29]=[CH:28][N:27]=3)[CH:15]=[C:16]([C:18]#[N:19])[CH:17]=2)[O:9][N:8]=1. The yield is 0.220. (6) The reactants are I[C:2]1[C:7]([N+:8]([O-:10])=[O:9])=[CH:6][N:5]=[C:4]2[O:11][CH2:12][CH2:13][C:3]=12.[Si:14]([O:21][C@@H:22]1[C@@H:27]([CH3:28])[CH2:26][NH:25][CH2:24][C@H:23]1[NH:29][C:30](=[O:36])[O:31][C:32]([CH3:35])([CH3:34])[CH3:33])([C:17]([CH3:20])([CH3:19])[CH3:18])([CH3:16])[CH3:15].CCN(C(C)C)C(C)C. The catalyst is CCO. The product is [Si:14]([O:21][C@@H:22]1[C@@H:27]([CH3:28])[CH2:26][N:25]([C:2]2[C:7]([N+:8]([O-:10])=[O:9])=[CH:6][N:5]=[C:4]3[O:11][CH2:12][CH2:13][C:3]=23)[CH2:24][C@H:23]1[NH:29][C:30](=[O:36])[O:31][C:32]([CH3:35])([CH3:34])[CH3:33])([C:17]([CH3:20])([CH3:18])[CH3:19])([CH3:16])[CH3:15]. The yield is 0.800. (7) The reactants are Cl.O1CCOCC1.[NH2:8][C:9](=[O:45])[CH2:10][CH:11]([NH:19][C:20]([C:22]1([NH:37]C(=O)OC(C)(C)C)[CH2:27][CH2:26][N:25]([C:28]2[C:29]3[CH:36]=[CH:35][NH:34][C:30]=3[N:31]=[CH:32][N:33]=2)[CH2:24][CH2:23]1)=[O:21])[C:12]1[CH:17]=[CH:16][C:15]([Cl:18])=[CH:14][CH:13]=1. The catalyst is C(Cl)Cl. The product is [NH2:37][C:22]1([C:20]([NH:19][CH:11]([C:12]2[CH:17]=[CH:16][C:15]([Cl:18])=[CH:14][CH:13]=2)[CH2:10][C:9]([NH2:8])=[O:45])=[O:21])[CH2:27][CH2:26][N:25]([C:28]2[C:29]3[CH:36]=[CH:35][NH:34][C:30]=3[N:31]=[CH:32][N:33]=2)[CH2:24][CH2:23]1. The yield is 0.111. (8) The reactants are COC(=O)NC(C(N1CCCC1C1NC(C2C=CC(Br)=CC=2)=CN=1)=O)C(C)C.C(OC([N:36]1[CH2:40][CH2:39][CH2:38][CH:37]1[C:41]1[NH:45][C:44]2[CH:46]=[C:47]([Br:50])[CH:48]=[CH:49][C:43]=2[N:42]=1)=O)(C)(C)C. No catalyst specified. The product is [Br:50][C:47]1[CH:48]=[CH:49][C:43]2[N:42]=[C:41]([CH:37]3[CH2:38][CH2:39][CH2:40][NH:36]3)[NH:45][C:44]=2[CH:46]=1. The yield is 0.660. (9) The reactants are [C:1]([C:3]1[CH:4]=[C:5]([C:13]2[S:17][C:16]([C:18]3[CH:26]=[CH:25][CH:24]=[C:23]4[C:19]=3[CH2:20][CH2:21][C@@H:22]4[NH:27][CH2:28][C:29]([O:31][CH3:32])=[O:30])=[N:15][N:14]=2)[CH:6]=[CH:7][C:8]=1[O:9][CH:10]([CH3:12])[CH3:11])#[N:2].[C:33](O[C:33]([O:35][C:36]([CH3:39])([CH3:38])[CH3:37])=[O:34])([O:35][C:36]([CH3:39])([CH3:38])[CH3:37])=[O:34]. The catalyst is C(Cl)Cl. The product is [C:36]([O:35][C:33]([N:27]([C@@H:22]1[C:23]2[C:19](=[C:18]([C:16]3[S:17][C:13]([C:5]4[CH:6]=[CH:7][C:8]([O:9][CH:10]([CH3:12])[CH3:11])=[C:3]([C:1]#[N:2])[CH:4]=4)=[N:14][N:15]=3)[CH:26]=[CH:25][CH:24]=2)[CH2:20][CH2:21]1)[CH2:28][C:29]([O:31][CH3:32])=[O:30])=[O:34])([CH3:39])([CH3:38])[CH3:37]. The yield is 0.660.